Task: Predict which catalyst facilitates the given reaction.. Dataset: Catalyst prediction with 721,799 reactions and 888 catalyst types from USPTO (1) Reactant: Br[C:2]1[S:3][CH:4]=[CH:5][CH:6]=1.[Mg].Cl.Br[C:10]1[CH:15]=[CH:14][N:13]=[CH:12][CH:11]=1.[OH-].[Na+]. The catalyst class is: 280. Product: [S:3]1[CH:4]=[CH:5][CH:6]=[C:2]1[C:10]1[CH:15]=[CH:14][N:13]=[CH:12][CH:11]=1. (2) Reactant: [C:1]([N:6]1[CH2:11][CH2:10][N:9]([C:12]([C:14]2[CH:15]=[C:16]([C:20]3[O:21][C:22]4[C:28]([C:29]([O:31]C)=O)=[CH:27][CH:26]=[CH:25][C:23]=4[N:24]=3)[CH:17]=[CH:18][CH:19]=2)=[O:13])[CH2:8][CH2:7]1)(=[O:5])[CH:2]([CH3:4])[CH3:3].[NH4+:33]. Product: [C:1]([N:6]1[CH2:11][CH2:10][N:9]([C:12]([C:14]2[CH:15]=[C:16]([C:20]3[O:21][C:22]4[C:28]([C:29]([NH2:33])=[O:31])=[CH:27][CH:26]=[CH:25][C:23]=4[N:24]=3)[CH:17]=[CH:18][CH:19]=2)=[O:13])[CH2:8][CH2:7]1)(=[O:5])[CH:2]([CH3:4])[CH3:3]. The catalyst class is: 5.